This data is from Full USPTO retrosynthesis dataset with 1.9M reactions from patents (1976-2016). The task is: Predict the reactants needed to synthesize the given product. (1) Given the product [NH:1]1[C:9]2[C:4](=[N:5][CH:6]=[CH:7][C:8]=2[O:10][C:11]2[CH:16]=[CH:15][C:14]([NH:17][C:29]([NH:28][C:26](=[O:27])[CH2:25][C:19]3[CH:20]=[CH:21][CH:22]=[CH:23][CH:24]=3)=[S:30])=[CH:13][C:12]=2[F:18])[CH:3]=[CH:2]1, predict the reactants needed to synthesize it. The reactants are: [NH:1]1[C:9]2[C:4](=[N:5][CH:6]=[CH:7][C:8]=2[O:10][C:11]2[CH:16]=[CH:15][C:14]([NH2:17])=[CH:13][C:12]=2[F:18])[CH:3]=[CH:2]1.[C:19]1([CH2:25][C:26]([N:28]=[C:29]=[S:30])=[O:27])[CH:24]=[CH:23][CH:22]=[CH:21][CH:20]=1. (2) Given the product [Cl:13][C:10]1[C:9]2[C:4](=[CH:5][C:6]([F:15])=[CH:7][C:8]=2[F:14])[N:3]=[C:2]([C:19]2[CH:20]=[CH:21][C:22]([CH3:23])=[C:17]([CH3:16])[CH:18]=2)[C:11]=1[CH3:12], predict the reactants needed to synthesize it. The reactants are: Cl[C:2]1[C:11]([CH3:12])=[C:10]([Cl:13])[C:9]2[C:4](=[CH:5][C:6]([F:15])=[CH:7][C:8]=2[F:14])[N:3]=1.[CH3:16][C:17]1[CH:18]=[C:19](B(O)O)[CH:20]=[CH:21][C:22]=1[CH3:23].C(=O)([O-])[O-].[K+].[K+]. (3) Given the product [S:1]1[CH:5]=[CH:4][N:3]=[C:2]1[NH:6][C:7]([C:9]1[CH:10]=[C:11]2[C:15](=[CH:16][CH:17]=1)[NH:14][CH2:13][CH2:12]2)=[O:8], predict the reactants needed to synthesize it. The reactants are: [S:1]1[CH:5]=[CH:4][N:3]=[C:2]1[NH:6][C:7]([C:9]1[CH:10]=[C:11]2[C:15](=[CH:16][CH:17]=1)[NH:14][CH:13]=[CH:12]2)=[O:8].C([BH3-])#N.[Na+].[OH-].[Na+]. (4) Given the product [Cl:1][C:2]1[CH:3]=[C:4]([N+:18]([O-:20])=[O:19])[C:5]([OH:17])=[C:6]([C:8]2[N:13]=[C:12]([C:14]([OH:16])=[O:15])[CH:11]=[CH:10][CH:9]=2)[CH:7]=1, predict the reactants needed to synthesize it. The reactants are: [Cl:1][C:2]1[CH:3]=[CH:4][C:5]([OH:17])=[C:6]([C:8]2[N:13]=[C:12]([C:14]([OH:16])=[O:15])[CH:11]=[CH:10][CH:9]=2)[CH:7]=1.[N+:18]([O-])([OH:20])=[O:19]. (5) Given the product [Br:10][CH2:9][C:8]([C:7]1[CH:6]=[CH:5][C:4]([NH:13][S:14]([C:17]([F:20])([F:18])[F:19])(=[O:15])=[O:16])=[CH:3][C:2]=1[Cl:1])=[O:12], predict the reactants needed to synthesize it. The reactants are: [Cl:1][C:2]1[CH:3]=[C:4]([NH:13][S:14]([C:17]([F:20])([F:19])[F:18])(=[O:16])=[O:15])[CH:5]=[CH:6][C:7]=1[C:8](=[O:12])[CH:9](Br)[Br:10].S([O-])([O-])(=O)=S.[Na+].[Na+].C(OCC)C. (6) Given the product [CH2:1]([O:8][C:9]1[CH:14]=[C:13]([NH2:15])[CH:12]=[CH:11][C:10]=1[O:18][CH3:19])[C:2]1[CH:3]=[CH:4][CH:5]=[CH:6][CH:7]=1, predict the reactants needed to synthesize it. The reactants are: [CH2:1]([O:8][C:9]1[CH:14]=[C:13]([N+:15]([O-])=O)[CH:12]=[CH:11][C:10]=1[O:18][CH3:19])[C:2]1[CH:7]=[CH:6][CH:5]=[CH:4][CH:3]=1.